From a dataset of Full USPTO retrosynthesis dataset with 1.9M reactions from patents (1976-2016). Predict the reactants needed to synthesize the given product. (1) Given the product [F:1][C:2]1[CH:3]=[CH:4][C:5]2[O:24][CH2:23][C:8]3([C:16]4[C:11](=[CH:12][CH:13]=[CH:14][CH:15]=4)[N:10]([CH2:17][CH2:18][CH2:19][CH2:20][CH3:21])[C:9]3=[O:22])[C:6]=2[CH:7]=1, predict the reactants needed to synthesize it. The reactants are: [F:1][C:2]1[CH:3]=[CH:4][C:5](O)=[C:6]([C:8]2([CH2:23][OH:24])[C:16]3[C:11](=[CH:12][CH:13]=[CH:14][CH:15]=3)[N:10]([CH2:17][CH2:18][CH2:19][CH2:20][CH3:21])[C:9]2=[O:22])[CH:7]=1.C1(CCN2C3C(=CC=CC=3)C(C3C(O)=CC4OCOC=4C=3)(CO)C2=O)CC1. (2) The reactants are: [CH2:1]([OH:5])[CH:2]([OH:4])[CH3:3].[SH:6][CH:7]([CH3:12])[CH2:8][C:9]([OH:11])=O.O.C1(C)C=[CH:18][C:17]([S:20](O)(=O)=O)=[CH:16][CH:15]=1.C(=O)([O-])[OH:26].[Na+]. Given the product [SH:20][CH:17]([CH3:18])[CH2:16][C:15]([O:5][CH2:1][CH:2]([O:4][C:9](=[O:11])[CH2:8][CH:7]([SH:6])[CH3:12])[CH3:3])=[O:26], predict the reactants needed to synthesize it. (3) Given the product [CH2:1]([NH:3][C:4](=[O:24])[NH:5][C:6]1[N:11]=[CH:10][C:9]([C:62]2[CH:63]=[CH:64][C:56]([F:55])=[C:57]([CH:61]=2)[C:58]([OH:60])=[O:59])=[C:8]([C:15]2[S:16][CH:17]=[C:18]([C:20]([F:23])([F:22])[F:21])[N:19]=2)[CH:7]=1)[CH3:2], predict the reactants needed to synthesize it. The reactants are: [CH2:1]([NH:3][C:4](=[O:24])[NH:5][C:6]1[N:11]=[CH:10][C:9](B(O)O)=[C:8]([C:15]2[S:16][CH:17]=[C:18]([C:20]([F:23])([F:22])[F:21])[N:19]=2)[CH:7]=1)[CH3:2].C(NC(NC1C=C(C2SC=C(C(F)(F)F)N=2)C(B2OC(C)(C)C(C)(C)O2)=CN=1)=O)C.[F:55][C:56]1[CH:64]=[CH:63][C:62](I)=[CH:61][C:57]=1[C:58]([OH:60])=[O:59].C(=O)([O-])[O-].[Cs+].[Cs+].Cl. (4) The reactants are: [C:1]1([S:7]([C:10]2[CH:18]=[CH:17][CH:16]=[C:15]3[C:11]=2[CH2:12][CH2:13][C:14]3=[O:19])(=[O:9])=[O:8])[CH:6]=[CH:5][CH:4]=[CH:3][CH:2]=1.C(O)=O.C(N(CC)CC)C.O. Given the product [C:1]1([S:7]([C:10]2[CH:18]=[CH:17][CH:16]=[C:15]3[C:11]=2[CH2:12][CH2:13][C@@H:14]3[OH:19])(=[O:9])=[O:8])[CH:2]=[CH:3][CH:4]=[CH:5][CH:6]=1, predict the reactants needed to synthesize it. (5) The reactants are: [CH:1]1([C:6]2([CH2:14][CH2:15][C:16]3[CH:21]=[CH:20][C:19]([O:22]C(=O)C)=[C:18]([CH2:26][CH3:27])[CH:17]=3)[CH2:11][C:10](=[O:12])[CH2:9][C:8](=[O:13])[O:7]2)[CH2:5][CH2:4][CH2:3][CH2:2]1.C(=O)([O-])[O-].[K+].[K+]. Given the product [CH:1]1([C:6]2([CH2:14][CH2:15][C:16]3[CH:21]=[CH:20][C:19]([OH:22])=[C:18]([CH2:26][CH3:27])[CH:17]=3)[O:7][C:8](=[O:13])[CH2:9][C:10](=[O:12])[CH2:11]2)[CH2:5][CH2:4][CH2:3][CH2:2]1, predict the reactants needed to synthesize it.